Dataset: Catalyst prediction with 721,799 reactions and 888 catalyst types from USPTO. Task: Predict which catalyst facilitates the given reaction. (1) Reactant: [H-].[Na+].[CH3:3][C:4]([CH3:6])=[O:5].[CH2:7]([O:10][C:11](S[C:11]([O:10][CH2:7][CH2:8][CH3:9])=[S:12])=[S:12])[CH2:8][CH3:9].[H-].[K+].Cl. Product: [CH2:7]([O:10][C:11](=[S:12])[CH2:3][C:4](=[O:5])[CH3:6])[CH2:8][CH3:9]. The catalyst class is: 691. (2) Reactant: C([O:8][C:9]1[CH:32]=[CH:31][C:12]([CH2:13][N:14]2[C:22]3[C:17](=[C:18]([O:23][CH2:24][C:25]([O:27][CH2:28][CH3:29])=[O:26])[CH:19]=[CH:20][CH:21]=3)[CH:16]=[C:15]2[CH3:30])=[CH:11][C:10]=1[CH:33]([CH3:35])[CH3:34])C1C=CC=CC=1.[H][H]. Product: [OH:8][C:9]1[CH:32]=[CH:31][C:12]([CH2:13][N:14]2[C:22]3[C:17](=[C:18]([O:23][CH2:24][C:25]([O:27][CH2:28][CH3:29])=[O:26])[CH:19]=[CH:20][CH:21]=3)[CH:16]=[C:15]2[CH3:30])=[CH:11][C:10]=1[CH:33]([CH3:34])[CH3:35]. The catalyst class is: 178. (3) Reactant: [CH2:1]([C:3]1[C:11]2[C:10](=O)[NH:9][CH:8]=[N:7][C:6]=2[S:5][CH:4]=1)[CH3:2].P(Cl)(Cl)(Cl)(Cl)[Cl:14]. Product: [Cl:14][C:10]1[C:11]2[C:3]([CH2:1][CH3:2])=[CH:4][S:5][C:6]=2[N:7]=[CH:8][N:9]=1. The catalyst class is: 286. (4) Reactant: I.[S:2]1[C:6]2[CH2:7][C:8]3[CH:9]=[CH:10][CH:11]=[CH:12][C:13]=3[C:5]=2[N:4]=[C:3]1[NH2:14].Cl.[C:16](Cl)(=[O:23])[C:17]1[CH:22]=[CH:21][CH:20]=[N:19][CH:18]=1.C(N(C(C)C)CC)(C)C. Product: [S:2]1[C:6]2[CH2:7][C:8]3[CH:9]=[CH:10][CH:11]=[CH:12][C:13]=3[C:5]=2[N:4]=[C:3]1[NH:14][C:16](=[O:23])[C:17]1[CH:22]=[CH:21][CH:20]=[N:19][CH:18]=1. The catalyst class is: 68. (5) Reactant: [NH2:1][C@H:2]([C:7]1[CH:12]=[CH:11][CH:10]=[CH:9][C:8]=1[CH3:13])[CH2:3][C:4]([OH:6])=[O:5].[CH2:14](O)[CH3:15].S(Cl)([Cl:19])=O. Product: [NH2:1][C@H:2]([C:7]1[CH:12]=[CH:11][CH:10]=[CH:9][C:8]=1[CH3:13])[CH2:3][C:4]([O:6][CH2:14][CH3:15])=[O:5].[ClH:19].[NH2:1][C@H:2]([C:7]1[CH:12]=[CH:11][CH:10]=[CH:9][C:8]=1[CH3:13])[CH2:3][C:4]([O:6][CH2:14][CH3:15])=[O:5].[CH3:12][CH:7]1[CH2:2][CH2:3][CH2:4][O:5]1. The catalyst class is: 504. (6) The catalyst class is: 23. Reactant: [C:1]([N:5]1[C:9](=[O:10])[C:8](Cl)=[C:7]([C:12]2[CH:17]=[CH:16][CH:15]=[CH:14][CH:13]=2)[S:6]1(=[O:19])=[O:18])([CH3:4])([CH3:3])C.[NH2:20][CH:21]1[CH2:26][CH2:25][CH:24]([OH:27])[CH2:23][CH2:22]1. Product: [OH:27][CH:24]1[CH2:25][CH2:26][CH:21]([NH:20][C:8]2[C:9](=[O:10])[N:5]([CH:1]([CH3:3])[CH3:4])[S:6](=[O:18])(=[O:19])[C:7]=2[C:12]2[CH:13]=[CH:14][CH:15]=[CH:16][CH:17]=2)[CH2:22][CH2:23]1. (7) Reactant: [Br:1][C:2]1[CH:3]=[C:4]([C:8]2[O:12][N:11]=[C:10]([C:13]([O:15][CH2:16][CH3:17])=[O:14])[C:9]=2[N+:18]([O-])=O)[CH:5]=[CH:6][CH:7]=1.[Cl-].[NH4+]. Product: [NH2:18][C:9]1[C:10]([C:13]([O:15][CH2:16][CH3:17])=[O:14])=[N:11][O:12][C:8]=1[C:4]1[CH:5]=[CH:6][CH:7]=[C:2]([Br:1])[CH:3]=1. The catalyst class is: 314. (8) Reactant: [C:1]([C:3]1[CH:13]=[CH:12][C:6]([C:7]([N:9]([CH3:11])[CH3:10])=[O:8])=[CH:5][CH:4]=1)#[N:2].C(=O)([O-])[O-].[K+].[K+].Cl.[NH2:21][OH:22]. Product: [OH:22][NH:21][C:1]([C:3]1[CH:13]=[CH:12][C:6]([C:7]([N:9]([CH3:11])[CH3:10])=[O:8])=[CH:5][CH:4]=1)=[NH:2]. The catalyst class is: 351. (9) Reactant: [CH:1]1([S:4]([NH2:7])(=[O:6])=[O:5])[CH2:3][CH2:2]1.[H-].[Na+].[Cl:10][C:11]1[CH:12]=[C:13]2[C:18](=[C:19]([C:21](O)=[O:22])[CH:20]=1)[NH:17][CH:16]([C:24]1[CH:29]=[CH:28][CH:27]=[C:26]([N:30]3[CH2:35][CH2:34][O:33][CH2:32][CH2:31]3)[CH:25]=1)[CH2:15][C:14]2([CH3:37])[CH3:36].C(N1C=CN=C1)(N1C=CN=C1)=O. Product: [Cl:10][C:11]1[CH:12]=[C:13]2[C:18](=[C:19]([C:21]([NH:7][S:4]([CH:1]3[CH2:3][CH2:2]3)(=[O:6])=[O:5])=[O:22])[CH:20]=1)[NH:17][CH:16]([C:24]1[CH:29]=[CH:28][CH:27]=[C:26]([N:30]3[CH2:35][CH2:34][O:33][CH2:32][CH2:31]3)[CH:25]=1)[CH2:15][C:14]2([CH3:37])[CH3:36]. The catalyst class is: 35.